The task is: Predict the product of the given reaction.. This data is from Forward reaction prediction with 1.9M reactions from USPTO patents (1976-2016). (1) Given the reactants [Cl:1][C:2]1[CH:3]=[CH:4][C:5]([CH3:9])=[C:6]([CH:8]=1)[NH2:7].[C:10](#[N:17])[C:11]1[CH:16]=[CH:15][CH:14]=[CH:13][CH:12]=1, predict the reaction product. The product is: [Cl:1][C:2]1[CH:3]=[CH:4][C:5]([CH3:9])=[C:6]([NH:7][C:10](=[NH:17])[C:11]2[CH:16]=[CH:15][CH:14]=[CH:13][CH:12]=2)[CH:8]=1. (2) Given the reactants Cl[C:2]1[CH:7]=[C:6]([C:8]2[CH:13]=[CH:12][C:11]([C:14]3[N:15]=[N:16][N:17]([CH:19]4[CH2:25][CH2:24][C:23]5[CH:26]=[CH:27][CH:28]=[CH:29][C:22]=5[N:21]([CH2:30][C:31]([F:34])([F:33])[F:32])[C:20]4=[O:35])[CH:18]=3)=[CH:10][C:9]=2[O:36][CH3:37])[CH:5]=[CH:4][N:3]=1.[CH2:38]([Mg]Br)[CH3:39], predict the reaction product. The product is: [CH2:38]([C:2]1[CH:7]=[C:6]([C:8]2[CH:13]=[CH:12][C:11]([C:14]3[N:15]=[N:16][N:17]([CH:19]4[CH2:25][CH2:24][C:23]5[CH:26]=[CH:27][CH:28]=[CH:29][C:22]=5[N:21]([CH2:30][C:31]([F:34])([F:33])[F:32])[C:20]4=[O:35])[CH:18]=3)=[CH:10][C:9]=2[O:36][CH3:37])[CH:5]=[CH:4][N:3]=1)[CH3:39]. (3) Given the reactants [C:1]([O:5][C:6]([N:8]1[CH2:13][CH2:12][N:11]([C:14]2[CH:19]=[CH:18][CH:17]=[CH:16][C:15]=2[O:20][CH:21]2[CH2:24][N:23](C(C3C=CC=CC=3)C3C=CC=CC=3)[CH2:22]2)[CH2:10][CH2:9]1)=[O:7])([CH3:4])([CH3:3])[CH3:2].C([O-])=O.[NH4+], predict the reaction product. The product is: [C:1]([O:5][C:6]([N:8]1[CH2:13][CH2:12][N:11]([C:14]2[CH:19]=[CH:18][CH:17]=[CH:16][C:15]=2[O:20][CH:21]2[CH2:22][NH:23][CH2:24]2)[CH2:10][CH2:9]1)=[O:7])([CH3:4])([CH3:2])[CH3:3]. (4) Given the reactants [CH3:1][C:2]1[N:3]([CH2:7][CH2:8][O:9][C:10]2[CH:15]=[CH:14][C:13]([N:16]3[C:21](=[O:22])[CH:20]=[CH:19][C:18]4[C:23]([C:31]5[CH:36]=[CH:35][CH:34]=[CH:33][CH:32]=5)=[C:24]([C:26]([O:28]CC)=[O:27])[S:25][C:17]3=4)=[CH:12][CH:11]=2)[CH:4]=[CH:5][N:6]=1.[OH-].[Na+], predict the reaction product. The product is: [CH3:1][C:2]1[N:3]([CH2:7][CH2:8][O:9][C:10]2[CH:11]=[CH:12][C:13]([N:16]3[C:21](=[O:22])[CH:20]=[CH:19][C:18]4[C:23]([C:31]5[CH:32]=[CH:33][CH:34]=[CH:35][CH:36]=5)=[C:24]([C:26]([OH:28])=[O:27])[S:25][C:17]3=4)=[CH:14][CH:15]=2)[CH:4]=[CH:5][N:6]=1. (5) The product is: [C:1]([O:5][C:6](=[O:20])[NH:7][C@@H:8]1[CH2:12][CH2:11][C@@H:10]([NH2:13])[CH2:9]1)([CH3:4])([CH3:2])[CH3:3]. Given the reactants [C:1]([O:5][C:6](=[O:20])[NH:7][C@@H:8]1[CH2:12][CH2:11][C@@H:10]([NH:13]C(OCC=C)=O)[CH2:9]1)([CH3:4])([CH3:3])[CH3:2].CN1C(=O)CC(=O)N(C)C1=O, predict the reaction product. (6) Given the reactants [Na].[C:2]([OH:7])(=[O:6])[C:3]([CH3:5])=[CH2:4].[CH2:8]1[O:10][CH2:9]1.[CH2:11]=[CH:12][C:13]1[CH:18]=[CH:17][CH:16]=[CH:15][CH:14]=1.[C:19]([OH:24])(=[O:23])[C:20]([CH3:22])=[CH2:21].S(OOS([O-])(=O)=O)([O-])(=O)=O.[NH4+].[NH4+], predict the reaction product. The product is: [CH:11]([CH2:4][C:3](=[CH2:5])[C:2]([OH:7])=[O:6])=[CH:12][C:13]1[CH:18]=[CH:17][CH:16]=[CH:15][CH:14]=1.[C:19]([OH:24])(=[O:23])[C:20]([CH3:22])=[CH2:21].[CH2:9]1[O:10][CH2:8]1. (7) The product is: [O:26]1[C:30]2[CH:31]=[CH:32][CH:33]=[CH:34][C:29]=2[CH:28]([NH:35][C:8]2[CH:7]=[CH:6][C:5]3[C:10](=[CH:11][CH:12]=[CH:13][C:4]=3[NH:1][S:22]([C:19]3[CH:20]=[CH:21][C:16]([F:15])=[CH:17][CH:18]=3)(=[O:24])=[O:23])[N:9]=2)[CH2:27]1. Given the reactants [N+:1]([C:4]1[CH:13]=[CH:12][CH:11]=[C:10]2[C:5]=1[CH:6]=[CH:7][C:8](Cl)=[N:9]2)([O-])=O.[F:15][C:16]1[CH:21]=[CH:20][C:19]([S:22](Cl)(=[O:24])=[O:23])=[CH:18][CH:17]=1.[O:26]1[C:30]2[CH:31]=[CH:32][CH:33]=[CH:34][C:29]=2[CH:28]([NH2:35])[CH2:27]1, predict the reaction product.